Predict the product of the given reaction. From a dataset of Forward reaction prediction with 1.9M reactions from USPTO patents (1976-2016). (1) Given the reactants [NH2:1][C:2]1[CH:7]=[C:6]([CH3:8])[CH:5]=[C:4]([CH3:9])[C:3]=1[OH:10].[Br:11][C:12]1[CH:17]=[CH:16][C:15]([N:18]=[C:19]=S)=[CH:14][CH:13]=1.C(N(CC)CC)C, predict the reaction product. The product is: [Br:11][C:12]1[CH:17]=[CH:16][C:15]([NH:18][C:19]2[O:10][C:3]3[C:4]([CH3:9])=[CH:5][C:6]([CH3:8])=[CH:7][C:2]=3[N:1]=2)=[CH:14][CH:13]=1. (2) Given the reactants [OH:1][CH2:2][CH:3]1[CH2:7][CH2:6][CH2:5][N:4]1[CH2:8][C:9]#[N:10].[H-].[H-].[H-].[H-].[Li+].[Al+3], predict the reaction product. The product is: [NH2:10][CH2:9][CH2:8][N:4]1[CH2:5][CH2:6][CH2:7][CH:3]1[CH2:2][OH:1]. (3) Given the reactants [S:1]1([C:12]2[C:7](=[CH:8][CH:9]=[CH:10][CH:11]=2)[C:5](=[O:6])[NH:4]1)(=[O:3])=[O:2].[CH:13]1[CH:14]=[CH:15][C:16]([C:19]([OH:41])([C:26]([O:28][C@@H:29]2[CH2:35][C@H:34]3[N+:36]4([CH2:40][CH2:39][CH2:38][CH2:37]4)[C@H:31]([CH2:32][CH2:33]3)[CH2:30]2)=[O:27])[C:20]2[CH:21]=[CH:22][CH:23]=[CH:24][CH:25]=2)=[CH:17][CH:18]=1.[Cl-].N[C@H](C(O)=O)CC(C)C, predict the reaction product. The product is: [CH:13]1[CH:14]=[CH:15][C:16]([C:19]([OH:41])([C:26]([O:28][C@@H:29]2[CH2:35][C@H:34]3[N+:36]4([CH2:40][CH2:39][CH2:38][CH2:37]4)[C@H:31]([CH2:32][CH2:33]3)[CH2:30]2)=[O:27])[C:20]2[CH:21]=[CH:22][CH:23]=[CH:24][CH:25]=2)=[CH:17][CH:18]=1.[S:1]1([C:12]2[C:7](=[CH:8][CH:9]=[CH:10][CH:11]=2)[C:5](=[O:6])[NH:4]1)(=[O:2])=[O:3]. (4) Given the reactants [CH:1]1([CH:11]2[CH2:13][CH2:12]2)[CH2:3][CH:2]1[CH:4]1[CH2:9][CH2:8][CH2:7][CH2:6][CH:5]1[NH2:10].C(=O)([O-])[O-].[K+].[K+].[F:20][CH:21]([F:32])[C:22]1[C:26]([C:27](Cl)=[O:28])=[C:25]([F:30])[N:24]([CH3:31])[N:23]=1, predict the reaction product. The product is: [CH:1]1([CH:11]2[CH2:13][CH2:12]2)[CH2:3][CH:2]1[CH:4]1[CH2:9][CH2:8][CH2:7][CH2:6][CH:5]1[NH:10][C:27]([C:26]1[C:22]([CH:21]([F:32])[F:20])=[N:23][N:24]([CH3:31])[C:25]=1[F:30])=[O:28]. (5) Given the reactants [CH3:1][N:2]1[CH2:7][CH2:6][NH:5][CH2:4][CH2:3]1.CC(C)([O-])C.[Na+].C(P(C(C)(C)C)C(C)(C)C)(C)(C)C.Br[C:28]1[CH:33]=[CH:32][C:31]([C:34]2[NH:35][C:36](=[O:50])[C:37]3[C:42]([CH:43]4[CH2:48][CH2:47][CH2:46][CH2:45][CH2:44]4)=[N:41][N:40]([CH3:49])[C:38]=3[N:39]=2)=[C:30]([O:51][CH3:52])[CH:29]=1, predict the reaction product. The product is: [CH:43]1([C:42]2[C:37]3[C:36](=[O:50])[NH:35][C:34]([C:31]4[CH:32]=[CH:33][C:28]([N:5]5[CH2:6][CH2:7][N:2]([CH3:1])[CH2:3][CH2:4]5)=[CH:29][C:30]=4[O:51][CH3:52])=[N:39][C:38]=3[N:40]([CH3:49])[N:41]=2)[CH2:48][CH2:47][CH2:46][CH2:45][CH2:44]1. (6) Given the reactants [C:1]([O:5][C:6]([NH:8][C@@H:9]([CH2:14][O:15][CH2:16][C@H:17]([CH2:29][C:30]1[CH:35]=[CH:34][CH:33]=[CH:32][CH:31]=1)[C@@H:18]([CH2:22][C:23]1[CH:28]=[CH:27][CH:26]=[CH:25][CH:24]=1)[C@H:19]([OH:21])[CH3:20])[C:10]([O:12][CH3:13])=[O:11])=[O:7])([CH3:4])([CH3:3])[CH3:2].C(Cl)Cl.CS(C)=O, predict the reaction product. The product is: [C:1]([O:5][C:6]([NH:8][C@@H:9]([CH2:14][O:15][CH2:16][C@H:17]([CH2:29][C:30]1[CH:31]=[CH:32][CH:33]=[CH:34][CH:35]=1)[C@@H:18]([CH2:22][C:23]1[CH:28]=[CH:27][CH:26]=[CH:25][CH:24]=1)[C:19](=[O:21])[CH3:20])[C:10]([O:12][CH3:13])=[O:11])=[O:7])([CH3:2])([CH3:3])[CH3:4]. (7) Given the reactants Cl.[CH2:2]1[C:7]2([CH2:12][CH2:11][NH:10][CH2:9][CH2:8]2)[CH2:6][CH2:5][N:4]([C:13]([O:15]C(C)(C)C)=O)[CH2:3]1.[NH2:20][C:21]1[N:26]=[C:25](C(O)=O)[CH:24]=[CH:23][N:22]=1, predict the reaction product. The product is: [CH2:6]1[C:7]2([CH2:8][CH2:9][NH:10][CH2:11][CH2:12]2)[CH2:2][CH2:3][N:4]([C:13]([C:23]2[CH:24]=[CH:25][N:26]=[C:21]([NH2:20])[N:22]=2)=[O:15])[CH2:5]1.